This data is from Forward reaction prediction with 1.9M reactions from USPTO patents (1976-2016). The task is: Predict the product of the given reaction. (1) Given the reactants C(N(CC)C(C)C)(C)C.[F:10][C:11]([F:24])([F:23])[S:12]([O:15]S(C(F)(F)F)(=O)=O)(=[O:14])=[O:13].[CH2:25]([C:27]([C:45]1[CH:50]=[CH:49][C:48](O)=[CH:47][CH:46]=1)([C:30]1[CH:35]=[CH:34][C:33](/[CH:36]=[CH:37]/[C:38]([CH2:42][CH3:43])([OH:41])[CH2:39][CH3:40])=[C:32]([CH3:44])[CH:31]=1)[CH2:28][CH3:29])[CH3:26].C(=O)(O)[O-].[Na+], predict the reaction product. The product is: [CH2:25]([C:27]([C:45]1[CH:46]=[CH:47][C:48]([O:15][S:12]([C:11]([F:24])([F:23])[F:10])(=[O:14])=[O:13])=[CH:49][CH:50]=1)([C:30]1[CH:35]=[CH:34][C:33](/[CH:36]=[CH:37]/[C:38]([CH2:39][CH3:40])([OH:41])[CH2:42][CH3:43])=[C:32]([CH3:44])[CH:31]=1)[CH2:28][CH3:29])[CH3:26]. (2) Given the reactants [Cl:1][C:2]1[CH:3]=[C:4]([C:8](Cl)=[N:9][OH:10])[CH:5]=[CH:6][CH:7]=1.CCN(CC)CC.[C:19]([C@@H:21]1[N:25]2[CH2:26][CH2:27][N:28]([C:30]3[C:31]([C:36]#[N:37])=[N:32][CH:33]=[CH:34][N:35]=3)[CH2:29][C@@H:24]2[CH2:23][CH2:22]1)#[CH:20], predict the reaction product. The product is: [Cl:1][C:2]1[CH:3]=[C:4]([C:8]2[CH:20]=[C:19]([C@@H:21]3[N:25]4[CH2:26][CH2:27][N:28]([C:30]5[C:31]([C:36]#[N:37])=[N:32][CH:33]=[CH:34][N:35]=5)[CH2:29][C@@H:24]4[CH2:23][CH2:22]3)[O:10][N:9]=2)[CH:5]=[CH:6][CH:7]=1. (3) Given the reactants Cl.Cl.[NH2:3][C:4]1[C:13]2[N:14]=[C:15]([CH2:25][CH3:26])[N:16]([CH2:17][C:18]3([OH:24])[CH2:23][CH2:22][NH:21][CH2:20][CH2:19]3)[C:12]=2[C:11]2[N:10]=[CH:9][CH:8]=[CH:7][C:6]=2[N:5]=1.[OH-].[Na+], predict the reaction product. The product is: [NH2:3][C:4]1[C:13]2[N:14]=[C:15]([CH2:25][CH3:26])[N:16]([CH2:17][C:18]3([OH:24])[CH2:23][CH2:22][NH:21][CH2:20][CH2:19]3)[C:12]=2[C:11]2[N:10]=[CH:9][CH:8]=[CH:7][C:6]=2[N:5]=1. (4) The product is: [ClH:1].[NH2:9][CH2:10][C@H:11]1[CH2:12][CH2:13][C@H:14]([C:17]([NH:19][C@H:20]([C:50](=[O:63])[NH:51][C:52]2[CH:53]=[CH:54][C:55]([C:58]3[N:59]=[N:60][NH:61][N:62]=3)=[CH:56][CH:57]=2)[CH2:21][C:22]2[CH:23]=[CH:24][C:25]([C:28]3[CH:33]=[CH:32][CH:31]=[C:30]([C:34]([NH:36][CH:37]4[CH2:38][CH2:39][NH:40][CH2:41][CH2:42]4)=[O:35])[CH:29]=3)=[CH:26][CH:27]=2)=[O:18])[CH2:15][CH2:16]1. Given the reactants [ClH:1].C(OC([NH:9][CH2:10][C@H:11]1[CH2:16][CH2:15][C@H:14]([C:17]([NH:19][C@H:20]([C:50](=[O:63])[NH:51][C:52]2[CH:57]=[CH:56][C:55]([C:58]3[N:59]=[N:60][NH:61][N:62]=3)=[CH:54][CH:53]=2)[CH2:21][C:22]2[CH:27]=[CH:26][C:25]([C:28]3[CH:33]=[CH:32][CH:31]=[C:30]([C:34]([NH:36][CH:37]4[CH2:42][CH2:41][N:40](C(OC(C)(C)C)=O)[CH2:39][CH2:38]4)=[O:35])[CH:29]=3)=[CH:24][CH:23]=2)=[O:18])[CH2:13][CH2:12]1)=O)(C)(C)C, predict the reaction product. (5) Given the reactants [C:1]([O:6][CH2:7][CH2:8][N:9]([CH3:11])[CH3:10])(=[O:5])[C:2]([CH3:4])=[CH2:3].[CH2:12]([C:15](=[CH2:19])[C:16]([OH:18])=[O:17])[CH2:13][CH3:14].[CH2:20]([O:24][C:25](=[O:29])[C:26]([CH3:28])=[CH2:27])[CH2:21][CH2:22][CH3:23], predict the reaction product. The product is: [C:1]([O:6][CH2:7][CH2:8][N:9]([CH3:11])[CH3:10])(=[O:5])[C:2]([CH3:4])=[CH2:3].[CH2:12]([C:15](=[CH2:19])[C:16]([OH:18])=[O:17])[CH2:13][CH3:14].[CH2:20]([O:24][C:25](=[O:29])[C:26]([CH3:28])=[CH2:27])[CH2:21][CH2:22][CH3:23]. (6) The product is: [F:1][C:2]1[CH:7]=[C:6]([CH:5]=[CH:4][C:3]=1[O:11][CH2:12][CH2:13][O:14][CH3:15])[NH2:8]. Given the reactants [F:1][C:2]1[CH:7]=[C:6]([N+:8]([O-])=O)[CH:5]=[CH:4][C:3]=1[O:11][CH2:12][CH2:13][O:14][CH3:15].[H][H], predict the reaction product.